The task is: Predict the reaction yield, written as a fraction of the theoretical maximum amount of product (1.0 means a 100% yield; for example, 0.34 means a 34% yield).. This data is from Reaction yield outcomes from USPTO patents with 853,638 reactions. (1) The reactants are [CH3:1][O:2][C:3](=[O:25])[CH2:4][CH2:5][C:6]([C:8](=[O:24])[N:9]([CH2:21][CH:22]=C)[CH2:10][C:11]1[CH:16]=[CH:15][C:14]([O:17][CH3:18])=[CH:13][C:12]=1[O:19][CH3:20])=C. The catalyst is C(Cl)Cl.[Ru]. The product is [CH3:1][O:2][C:3](=[O:25])[CH2:4][CH2:5][C:6]1[C:8](=[O:24])[N:9]([CH2:10][C:11]2[CH:16]=[CH:15][C:14]([O:17][CH3:18])=[CH:13][C:12]=2[O:19][CH3:20])[CH2:21][CH:22]=1. The yield is 0.900. (2) The reactants are [Cl:1][C:2]1[C:3]([CH:8]2[CH2:11][N:10](C(OC(C)(C)C)=O)[CH2:9]2)=[N:4][CH:5]=[CH:6][N:7]=1. The catalyst is Cl.CO. The product is [ClH:1].[NH:10]1[CH2:11][CH:8]([C:3]2[C:2]([Cl:1])=[N:7][CH:6]=[CH:5][N:4]=2)[CH2:9]1. The yield is 0.997. (3) The reactants are [Br:1][C:2]1[CH:3]=[CH:4][C:5]2[N:6]([CH2:16][CH:17]3[O:21][C:20](=[O:22])[NH:19][CH2:18]3)[C:7]3[C:12]([C:13]=2[CH:14]=1)=[CH:11][C:10]([Br:15])=[CH:9][CH:8]=3.I[C:24]1[CH:29]=[CH:28][CH:27]=[CH:26][N:25]=1.C([O-])([O-])=O.[K+].[K+].C(Cl)Cl.CCOC(C)=O. The catalyst is CS(C)=O.CCOC(C)=O.[Cu]I. The product is [Br:15][C:10]1[CH:9]=[CH:8][C:7]2[N:6]([CH2:16][CH:17]3[O:21][C:20](=[O:22])[N:19]([C:24]4[CH:29]=[CH:28][CH:27]=[CH:26][N:25]=4)[CH2:18]3)[C:5]3[C:13]([C:12]=2[CH:11]=1)=[CH:14][C:2]([Br:1])=[CH:3][CH:4]=3. The yield is 0.794. (4) The reactants are [NH2:1][C:2]1[CH:3]=[CH:4][C:5]([S:12](=[O:25])(=[O:24])[NH:13][C:14]2[CH:15]=[CH:16][C:17]3[CH2:21][O:20][B:19]([OH:22])[C:18]=3[CH:23]=2)=[C:6]([CH2:8][C:9]([OH:11])=O)[CH:7]=1.[CH:26]1([NH2:30])[CH2:29][CH2:28][CH2:27]1.C1CN([P+](ON2N=NC3C=CC=CC2=3)(N2CCCC2)N2CCCC2)CC1.F[P-](F)(F)(F)(F)F. The catalyst is CN(C=O)C.O.CO. The product is [NH2:1][C:2]1[CH:3]=[CH:4][C:5]([S:12](=[O:24])(=[O:25])[NH:13][C:14]2[CH:15]=[CH:16][C:17]3[CH2:21][O:20][B:19]([OH:22])[C:18]=3[CH:23]=2)=[C:6]([CH2:8][C:9]([NH:30][CH:26]2[CH2:29][CH2:28][CH2:27]2)=[O:11])[CH:7]=1. The yield is 0.540. (5) The reactants are [C:1]1([S:7]([N:10]2[C:14]3=[N:15][CH:16]=[CH:17][CH:18]=[C:13]3[CH:12]=[C:11]2[C:19]([C:26]2[CH:31]=[CH:30][C:29]([C:32](=[O:34])[CH3:33])=[CH:28][CH:27]=2)=[CH:20][CH:21]2[CH2:25][CH2:24][CH2:23][CH2:22]2)(=[O:9])=[O:8])[CH:6]=[CH:5][CH:4]=[CH:3][CH:2]=1.[CH3:35][Mg]Cl. The catalyst is O1CCCC1. The product is [C:1]1([S:7]([N:10]2[C:14]3=[N:15][CH:16]=[CH:17][CH:18]=[C:13]3[CH:12]=[C:11]2[C:19]([C:26]2[CH:27]=[CH:28][C:29]([C:32]([OH:34])([CH3:35])[CH3:33])=[CH:30][CH:31]=2)=[CH:20][CH:21]2[CH2:22][CH2:23][CH2:24][CH2:25]2)(=[O:8])=[O:9])[CH:6]=[CH:5][CH:4]=[CH:3][CH:2]=1. The yield is 0.940. (6) The reactants are COC(=O)[NH:4][CH2:5][C@H:6]([CH2:11][C:12](=[O:14])N)[CH2:7][CH:8]([CH3:10])[CH3:9].[OH-:16].[Na+]. The catalyst is Cl. The product is [CH3:9][CH:8]([CH2:7][C@H:6]([CH2:5][NH2:4])[CH2:11][C:12]([OH:14])=[O:16])[CH3:10]. The yield is 0.215. (7) The reactants are [F:1][C:2]1[CH:3]=[C:4]([CH2:8][C:9]([O:11][CH3:12])=[O:10])[CH:5]=[CH:6][CH:7]=1.[Br:13]N1C(=O)CCC1=O.Br. The catalyst is C(Cl)(Cl)(Cl)Cl.C(Cl)Cl. The product is [Br:13][CH:8]([C:4]1[CH:5]=[CH:6][CH:7]=[C:2]([F:1])[CH:3]=1)[C:9]([O:11][CH3:12])=[O:10]. The yield is 0.960. (8) The yield is 0.780. The reactants are Cl.[Cl:2][C:3]1[CH:4]=[C:5]2[C:9](=[CH:10][CH:11]=1)[NH:8][CH:7]=[C:6]2[CH2:12]CN.CN(C([O:22][N:23]1N=N[C:25]2[CH:26]=[CH:27]C=N[C:24]1=2)=[N+](C)C)C.F[P-](F)(F)(F)(F)F.C(N(CC)C(C)C)(C)C.C[OH:49].[CH3:50][N:51]([CH:53]=[O:54])C. The product is [Cl:2][C:3]1[CH:4]=[C:5]2[C:9](=[CH:10][CH:11]=1)[NH:8][CH:7]=[C:6]2[CH2:12][CH2:50][NH:51][C:53]([C:24]1[CH:25]=[C:26]([CH2:27][OH:49])[O:22][N:23]=1)=[O:54]. The catalyst is ClCCl. (9) The reactants are [NH2:1][C:2]1[C:7]([CH:8]=[O:9])=[CH:6][CH:5]=[C:4]([CH2:10][O:11]C)[N:3]=1.ClCCl.B(Br)(Br)Br. The catalyst is CO. The product is [NH2:1][C:2]1[C:7]([CH:8]=[O:9])=[CH:6][CH:5]=[C:4]([CH2:10][OH:11])[N:3]=1. The yield is 0.340.